This data is from Reaction yield outcomes from USPTO patents with 853,638 reactions. The task is: Predict the reaction yield, written as a fraction of the theoretical maximum amount of product (1.0 means a 100% yield; for example, 0.34 means a 34% yield). (1) The reactants are [Br:1][C:2]1[CH:7]=[CH:6][C:5]([NH:8][C:9]2[C:10]([C:20](=[O:26])[CH2:21][O:22]COC)=[CH:11][C:12]3[N:16]([CH3:17])[CH:15]=[N:14][C:13]=3[C:18]=2[F:19])=[C:4]([Cl:27])[CH:3]=1.Cl.CO.C([O-])(O)=O.[Na+]. The catalyst is CCOC(C)=O.O. The product is [Br:1][C:2]1[CH:7]=[CH:6][C:5]([NH:8][C:9]2[C:10]([C:20](=[O:26])[CH2:21][OH:22])=[CH:11][C:12]3[N:16]([CH3:17])[CH:15]=[N:14][C:13]=3[C:18]=2[F:19])=[C:4]([Cl:27])[CH:3]=1. The yield is 0.540. (2) The reactants are [Cl:1][C:2]1[C:7]([NH:8][NH2:9])=[N:6][CH:5]=[CH:4][N:3]=1.CO[C:12](OC)(OC)[C:13]1[CH:18]=[CH:17][CH:16]=[CH:15][CH:14]=1. No catalyst specified. The product is [Cl:1][C:2]1[C:7]2[N:6]([C:12]([C:13]3[CH:18]=[CH:17][CH:16]=[CH:15][CH:14]=3)=[N:9][N:8]=2)[CH:5]=[CH:4][N:3]=1. The yield is 1.00. (3) The reactants are CC(C)([O-:4])C.[K+].[C:7]([C:10]1[CH:15]=[CH:14][CH:13]=[CH:12][CH:11]=1)(=O)[CH3:8].[H][H]. The catalyst is C(O)C. The product is [CH:13]1[CH:12]=[CH:11][C:10]([CH2:7][CH2:8][OH:4])=[CH:15][CH:14]=1. The yield is 1.00. (4) The reactants are [CH3:1][O:2][C:3]([C:5]1[S:9][C:8]([N:10]2[C:14]3[CH:15]=[CH:16][C:17]([C:19]([O:21]C=C)=[O:20])=[CH:18][C:13]=3[N:12]=[CH:11]2)=[CH:7][C:6]=1[O:24][CH2:25][C:26]1[CH:31]=[CH:30][CH:29]=[CH:28][C:27]=1[C:32]([F:35])([F:34])[F:33])=[O:4].N1CCOCC1.Cl.C(OCC)(=O)C. The catalyst is O1CCCC1.[Pd].[Pd].C(=CC(C=CC1C=CC=CC=1)=O)C1C=CC=CC=1. The product is [CH3:1][O:2][C:3]([C:5]1[S:9][C:8]([N:10]2[C:14]3[CH:15]=[CH:16][C:17]([C:19]([OH:21])=[O:20])=[CH:18][C:13]=3[N:12]=[CH:11]2)=[CH:7][C:6]=1[O:24][CH2:25][C:26]1[CH:31]=[CH:30][CH:29]=[CH:28][C:27]=1[C:32]([F:35])([F:33])[F:34])=[O:4]. The yield is 0.980. (5) The reactants are [CH3:1][O:2][C:3]1[CH:8]=[C:7]([CH2:9][N:10]2[CH2:15][CH2:14][O:13][CH2:12][CH2:11]2)[CH:6]=[CH:5][C:4]=1[OH:16].C([O-])([O-])=O.[Cs+].[Cs+].Br[CH2:24][CH2:25][CH2:26][CH2:27][CH2:28][O:29][C:30]1[C:39]2[C:34](=[CH:35][C:36]([Cl:40])=[CH:37][CH:38]=2)[N:33]=[CH:32][CH:31]=1. The catalyst is CN(C=O)C. The product is [CH3:1][O:2][C:3]1[CH:8]=[C:7]([CH2:9][N:10]2[CH2:11][CH2:12][O:13][CH2:14][CH2:15]2)[CH:6]=[CH:5][C:4]=1[O:16][CH2:24][CH2:25][CH2:26][CH2:27][CH2:28][O:29][C:30]1[C:39]2[C:34](=[CH:35][C:36]([Cl:40])=[CH:37][CH:38]=2)[N:33]=[CH:32][CH:31]=1. The yield is 0.530.